This data is from Forward reaction prediction with 1.9M reactions from USPTO patents (1976-2016). The task is: Predict the product of the given reaction. (1) The product is: [ClH:35].[F:3][C:4]1[CH:5]=[C:6]([C@H:10]2[CH2:14][CH2:13][CH2:12][N:11]2[C:15]2[CH:20]=[CH:19][N:18]3[N:21]=[CH:22][C:23]([NH:24][C:25](=[O:34])[C:26]4[CH:31]=[CH:30][CH:29]=[C:28]([O:32][CH3:33])[N:27]=4)=[C:17]3[N:16]=2)[CH:7]=[CH:8][CH:9]=1. Given the reactants CO.[F:3][C:4]1[CH:5]=[C:6]([C@H:10]2[CH2:14][CH2:13][CH2:12][N:11]2[C:15]2[CH:20]=[CH:19][N:18]3[N:21]=[CH:22][C:23]([NH:24][C:25](=[O:34])[C:26]4[CH:31]=[CH:30][CH:29]=[C:28]([O:32][CH3:33])[N:27]=4)=[C:17]3[N:16]=2)[CH:7]=[CH:8][CH:9]=1.[ClH:35], predict the reaction product. (2) The product is: [O:13]1[C:12]2([CH2:17][CH2:18][C:9]([C:4]3[C:3]([C:2]([F:20])([F:1])[F:21])=[CH:8][CH:7]=[CH:6][N:5]=3)=[CH:10][CH2:11]2)[O:16][CH2:15][CH2:14]1. Given the reactants [F:1][C:2]([F:21])([F:20])[C:3]1[C:4]([C:9]2(O)[CH2:18][CH2:17][C:12]3([O:16][CH2:15][CH2:14][O:13]3)[CH2:11][CH2:10]2)=[N:5][CH:6]=[CH:7][CH:8]=1.CCN(S(F)(F)F)CC, predict the reaction product.